Task: Predict which catalyst facilitates the given reaction.. Dataset: Catalyst prediction with 721,799 reactions and 888 catalyst types from USPTO (1) Reactant: [Cl:1][C:2]1[CH:3]=[CH:4][C:5]([OH:27])=[C:6]([C:8]2[CH:13]=[CH:12][N:11]=[C:10]([N:14]3[CH2:19][CH2:18][N:17](C(OC(C)(C)C)=O)[CH2:16][CH2:15]3)[N:9]=2)[CH:7]=1.C(OC(=O)[N:34]([S:40]([C:43]1[CH:48]=[C:47]([Cl:49])[C:46](F)=[CH:45][C:44]=1[F:51])(=[O:42])=[O:41])[C:35]1[N:36]=[CH:37][S:38][CH:39]=1)(C)(C)C.C(=O)([O-])[O-].[K+].[K+].[F:59][C:60]([F:65])([F:64])[C:61]([OH:63])=[O:62]. Product: [F:59][C:60]([F:65])([F:64])[C:61]([OH:63])=[O:62].[Cl:49][C:47]1[C:46]([O:27][C:5]2[CH:4]=[CH:3][C:2]([Cl:1])=[CH:7][C:6]=2[C:8]2[CH:13]=[CH:12][N:11]=[C:10]([N:14]3[CH2:15][CH2:16][NH:17][CH2:18][CH2:19]3)[N:9]=2)=[CH:45][C:44]([F:51])=[C:43]([S:40]([NH:34][C:35]2[N:36]=[CH:37][S:38][CH:39]=2)(=[O:41])=[O:42])[CH:48]=1. The catalyst class is: 58. (2) The catalyst class is: 1. Reactant: CC(C)([O-])C.[Na+].[C:7]([O:13][CH3:14])(=[O:12])[C:8]([O:10]C)=O.[C:15]([C:18]1[C:19](=[O:41])[N:20]([CH2:33][C:34]2[CH:39]=[CH:38][CH:37]=[CH:36][C:35]=2[F:40])[CH:21]=[C:22]([CH2:24][C:25]2[CH:30]=[CH:29][C:28]([F:31])=[CH:27][C:26]=2[F:32])[CH:23]=1)(=[O:17])[CH3:16].Cl. Product: [F:32][C:26]1[CH:27]=[C:28]([F:31])[CH:29]=[CH:30][C:25]=1[CH2:24][C:22]1[CH:23]=[C:18]([C:15](=[O:17])[CH:16]=[C:8]([OH:10])[C:7]([O:13][CH3:14])=[O:12])[C:19](=[O:41])[N:20]([CH2:33][C:34]2[CH:39]=[CH:38][CH:37]=[CH:36][C:35]=2[F:40])[CH:21]=1. (3) Reactant: [Cl:1][C:2]1[CH:9]=[C:6]([CH:7]=[O:8])[C:5]([OH:10])=[CH:4][CH:3]=1.[CH2:11](Br)[C:12]1[CH:17]=[CH:16][CH:15]=[CH:14][CH:13]=1.C([O-])([O-])=O.[K+].[K+].CCOCC. Product: [CH2:11]([O:10][C:5]1[CH:4]=[CH:3][C:2]([Cl:1])=[CH:9][C:6]=1[CH:7]=[O:8])[C:12]1[CH:17]=[CH:16][CH:15]=[CH:14][CH:13]=1. The catalyst class is: 18. (4) Reactant: CC(OI1(OC(C)=O)(OC(C)=O)OC(=O)C2C=CC=CC1=2)=O.[CH3:23][O:24][C:25]1[CH:26]=[C:27]([CH2:32][CH2:33][OH:34])[CH:28]=[C:29]([CH3:31])[CH:30]=1. Product: [CH3:23][O:24][C:25]1[CH:26]=[C:27]([CH2:32][CH:33]=[O:34])[CH:28]=[C:29]([CH3:31])[CH:30]=1. The catalyst class is: 4. (5) Reactant: [CH:1]([C:3]1[CH:10]=[CH:9][C:6]([C:7]#[N:8])=[CH:5][CH:4]=1)=[O:2].[CH2:11](O)[CH2:12][OH:13].O.C1(C)C=CC(S(O)(=O)=O)=CC=1. Product: [O:2]1[CH2:11][CH2:12][O:13][CH:1]1[C:3]1[CH:10]=[CH:9][C:6]([C:7]#[N:8])=[CH:5][CH:4]=1. The catalyst class is: 11. (6) Reactant: Br[C:2]1[CH:7]=[CH:6][CH:5]=[CH:4][C:3]=1[CH2:8][CH2:9][O:10][CH:11]1[CH2:16][CH2:15][CH2:14][CH2:13][O:12]1.[B:17](OC(C)C)([O:22]C(C)C)[O:18]C(C)C.C([Li])CCC. The catalyst class is: 188. Product: [O:12]1[CH2:13][CH2:14][CH2:15][CH2:16][CH:11]1[O:10][CH2:9][CH2:8][C:3]1[CH:4]=[CH:5][CH:6]=[CH:7][C:2]=1[B:17]([OH:22])[OH:18]. (7) Reactant: [N+:1]([C:4]1[CH:31]=[C:8]([CH:9]=[N:10][C@H:11]([CH3:30])[C:12]([C:22]2[CH:27]=[CH:26][CH:25]=[CH:24][C:23]=2[O:28][CH3:29])([C:14]2[CH:19]=[CH:18][CH:17]=[CH:16][C:15]=2[O:20][CH3:21])[OH:13])[C:7]([OH:32])=[CH:6][CH:5]=1)([O-:3])=[O:2].C1(C)C=CC=CC=1. Product: [N+:1]([C:4]1[CH:31]=[C:8]([CH:9]=[N:10][CH:11]([CH3:30])[C:12]([C:14]2[CH:19]=[CH:18][CH:17]=[CH:16][C:15]=2[O:20][CH3:21])([C:22]2[CH:27]=[CH:26][CH:25]=[CH:24][C:23]=2[O:28][CH3:29])[OH:13])[C:7]([OH:32])=[CH:6][CH:5]=1)([O-:3])=[O:2]. The catalyst class is: 194.